Dataset: Reaction yield outcomes from USPTO patents with 853,638 reactions. Task: Predict the reaction yield, written as a fraction of the theoretical maximum amount of product (1.0 means a 100% yield; for example, 0.34 means a 34% yield). (1) The reactants are Cl[C:2]1[CH:11]=[C:10]2[C:5]([CH:6]=[C:7]([C:16]3[C:17]([CH3:33])=[CH:18][C:19]([F:32])=[C:20]([NH:22][C:23]([NH:25][C:26]4[CH:31]=[CH:30][CH:29]=[CH:28][CH:27]=4)=[O:24])[CH:21]=3)[C:8](=[O:15])[N:9]2[CH:12]([CH3:14])[CH3:13])=[CH:4][N:3]=1.C([NH:38][C:39](=[O:41])[O-:40])(C)(C)C.C([O-])([O-])=O.[Cs+].[Cs+].[CH3:48][CH:49]([C:51]1C=[C:48]([CH:49]([CH3:51])[CH3:50])C(C2C=CC=CC=2P(C2CCCCC2)C2CCCCC2)=[C:48]([CH:49]([CH3:51])[CH3:50])C=1)[CH3:50]. The catalyst is O1CCOCC1.CN(C=O)C.C1C=CC(/C=C/C(/C=C/C2C=CC=CC=2)=O)=CC=1.C1C=CC(/C=C/C(/C=C/C2C=CC=CC=2)=O)=CC=1.C1C=CC(/C=C/C(/C=C/C2C=CC=CC=2)=O)=CC=1.[Pd].[Pd].C1COCC1. The product is [F:32][C:19]1[C:20]([NH:22][C:23]([NH:25][C:26]2[CH:31]=[CH:30][CH:29]=[CH:28][CH:27]=2)=[O:24])=[CH:21][C:16]([C:7]2[C:8](=[O:15])[N:9]([CH:12]([CH3:14])[CH3:13])[C:10]3[C:5]([CH:6]=2)=[CH:4][N:3]=[C:2]([NH:38][C:39](=[O:41])[O:40][C:49]([CH3:51])([CH3:50])[CH3:48])[CH:11]=3)=[C:17]([CH3:33])[CH:18]=1. The yield is 0.500. (2) The reactants are [CH3:1][CH:2]([C:7]([O:9][CH3:10])=[O:8])[C:3]([O:5][CH3:6])=[O:4].[H-].[Na+].I[CH2:14][C@@H:15]1[CH2:19][N:18]([C@H:20]([C:22]2[CH:27]=[CH:26][CH:25]=[CH:24][CH:23]=2)[CH3:21])[C:17](=[O:28])[CH2:16]1.O. The catalyst is CS(C)=O. The product is [CH3:6][O:5][C:3](=[O:4])[C:2]([CH3:1])([CH2:14][C@H:15]1[CH2:16][C:17](=[O:28])[N:18]([C@H:20]([C:22]2[CH:27]=[CH:26][CH:25]=[CH:24][CH:23]=2)[CH3:21])[CH2:19]1)[C:7]([O:9][CH3:10])=[O:8]. The yield is 0.810.